Predict which catalyst facilitates the given reaction. From a dataset of Catalyst prediction with 721,799 reactions and 888 catalyst types from USPTO. (1) Reactant: [Br:1][C:2]1[CH:3]=[C:4]([CH2:8][OH:9])[CH:5]=[N:6][CH:7]=1.C[Si]([N-][Si](C)(C)C)(C)C.[Na+].CN(C=O)C.[CH2:25]1[CH2:29][O:28][CH2:27][CH2:26]1. Product: [Br:1][C:2]1[CH:3]=[C:4]([CH2:8][OH:9])[CH:5]=[N:6][CH:7]=1.[Br:1][C:2]1[CH:7]=[N:6][CH:5]=[C:26]([CH2:27][O:28][CH2:29][CH3:25])[CH:3]=1. The catalyst class is: 170. (2) Reactant: [OH:1]OS([O-])=O.[K+].[CH3:7][S:8][CH2:9][CH2:10][N:11]1[C:20]2[C:15](=[CH:16][CH:17]=[CH:18][CH:19]=2)[CH2:14][CH:13]([NH:21][C:22]([C:24]2[NH:33][C:27]3=[CH:28][N:29]=[C:30]([Cl:32])[CH:31]=[C:26]3[CH:25]=2)=[O:23])[C:12]1=[O:34].[OH2:35]. Product: [CH3:7][S:8]([CH2:9][CH2:10][N:11]1[C:20]2[C:15](=[CH:16][CH:17]=[CH:18][CH:19]=2)[CH2:14][CH:13]([NH:21][C:22]([C:24]2[NH:33][C:27]3=[CH:28][N:29]=[C:30]([Cl:32])[CH:31]=[C:26]3[CH:25]=2)=[O:23])[C:12]1=[O:34])(=[O:1])=[O:35]. The catalyst class is: 191. (3) Reactant: [CH3:1][C:2]([Si:5](Cl)([CH3:7])[CH3:6])([CH3:4])[CH3:3].N1C=CN=C1.[N:14]1[C:23]2[C:18](=[CH:19][CH:20]=[CH:21][C:22]=2[NH:24][CH2:25][CH2:26][OH:27])[CH:17]=[CH:16][CH:15]=1. Product: [Si:5]([O:27][CH2:26][CH2:25][NH:24][C:22]1[CH:21]=[CH:20][CH:19]=[C:18]2[C:23]=1[N:14]=[CH:15][CH:16]=[CH:17]2)([C:2]([CH3:4])([CH3:3])[CH3:1])([CH3:7])[CH3:6]. The catalyst class is: 2. (4) The catalyst class is: 208. Product: [CH3:1][O:2][C:3]1[CH:4]=[C:5]2[C:10](=[CH:11][C:12]=1[O:13][CH3:14])[N:9]=[CH:8][CH:7]=[C:6]2[O:15][C:16]1[CH:22]=[CH:21][C:19]([NH:20][C:27](=[O:33])[O:26][CH2:24][CH2:51][CH2:50][CH2:49][CH2:48][CH2:47][CH2:46][CH2:45][CH2:44][CH2:43][CH2:42][CH2:41][CH2:40][CH2:39][CH2:38][CH2:37][CH2:36][CH3:35])=[CH:18][CH:17]=1. Reactant: [CH3:1][O:2][C:3]1[CH:4]=[C:5]2[C:10](=[CH:11][C:12]=1[O:13][CH3:14])[N:9]=[CH:8][CH:7]=[C:6]2[O:15][C:16]1[CH:22]=[CH:21][C:19]([NH2:20])=[CH:18][CH:17]=1.Cl[C:24](Cl)([O:26][C:27](=[O:33])OC(Cl)(Cl)Cl)Cl.[CH2:35](O)[CH2:36][CH2:37][CH2:38][CH2:39][CH2:40][CH2:41][CH2:42][CH2:43][CH2:44][CH2:45][CH2:46][CH2:47][CH2:48][CH2:49][CH2:50][CH2:51]C.C(=O)(O)[O-].[Na+].